Dataset: Reaction yield outcomes from USPTO patents with 853,638 reactions. Task: Predict the reaction yield, written as a fraction of the theoretical maximum amount of product (1.0 means a 100% yield; for example, 0.34 means a 34% yield). The reactants are [CH3:1][C:2]1[CH2:3][N:4]([C:13]([O:15][C:16]([CH3:19])([CH3:18])[CH3:17])=[O:14])[CH2:5][CH2:6][C:7]=1[O:8][Si](C)(C)C.[B-](F)(F)(F)[F:21].[B-](F)(F)(F)F.C1[N+]2(CCl)CC[N+](F)(CC2)C1. The catalyst is C(#N)C.O. The product is [F:21][C:2]1([CH3:1])[C:7](=[O:8])[CH2:6][CH2:5][N:4]([C:13]([O:15][C:16]([CH3:19])([CH3:18])[CH3:17])=[O:14])[CH2:3]1. The yield is 0.760.